This data is from Full USPTO retrosynthesis dataset with 1.9M reactions from patents (1976-2016). The task is: Predict the reactants needed to synthesize the given product. (1) The reactants are: [CH3:1][C:2]1[C:3]([N:9]2[CH2:14][CH2:13][N:12]([C:15]([C:17]3[CH:22]=[CH:21][C:20]([N:23]4[C:27]([CH3:29])([CH3:28])[CH2:26][N:25](CC5C=CC(OC)=CC=5)[C:24]4=[O:39])=[CH:19][C:18]=3[CH3:40])=[O:16])[CH2:11][CH2:10]2)=[N:4][CH:5]=[C:6]([CH3:8])[CH:7]=1. Given the product [CH3:1][C:2]1[C:3]([N:9]2[CH2:10][CH2:11][N:12]([C:15]([C:17]3[CH:22]=[CH:21][C:20]([N:23]4[C:27]([CH3:28])([CH3:29])[CH2:26][NH:25][C:24]4=[O:39])=[CH:19][C:18]=3[CH3:40])=[O:16])[CH2:13][CH2:14]2)=[N:4][CH:5]=[C:6]([CH3:8])[CH:7]=1, predict the reactants needed to synthesize it. (2) Given the product [F:10][C:9]1[CH:8]=[CH:7][C:6]([C:11]2[CH:12]=[C:13]3[N:18]([CH:19]=2)[N:17]=[CH:16][N:15]=[C:14]3[N:20]2[CH2:21][CH:22]([C:24]([NH:26][CH2:27][C:28]3[CH:33]=[CH:32][C:31]([CH3:34])=[CH:30][CH:29]=3)=[O:25])[CH2:23]2)=[CH:5][C:4]=1[C:1]([OH:3])([CH3:35])[CH3:2], predict the reactants needed to synthesize it. The reactants are: [C:1]([C:4]1[CH:5]=[C:6]([C:11]2[CH:12]=[C:13]3[N:18]([CH:19]=2)[N:17]=[CH:16][N:15]=[C:14]3[N:20]2[CH2:23][CH:22]([C:24]([NH:26][CH2:27][C:28]3[CH:33]=[CH:32][C:31]([CH3:34])=[CH:30][CH:29]=3)=[O:25])[CH2:21]2)[CH:7]=[CH:8][C:9]=1[F:10])(=[O:3])[CH3:2].[CH3:35][Mg+].[Br-].